This data is from Catalyst prediction with 721,799 reactions and 888 catalyst types from USPTO. The task is: Predict which catalyst facilitates the given reaction. Reactant: O[CH2:2][CH2:3][N:4]1[CH2:9][CH2:8][NH:7][CH2:6][CH2:5]1.S(Cl)([Cl:12])=O. Product: [ClH:12].[ClH:12].[Cl:12][CH2:2][CH2:3][N:4]1[CH2:9][CH2:8][NH:7][CH2:6][CH2:5]1. The catalyst class is: 26.